From a dataset of Full USPTO retrosynthesis dataset with 1.9M reactions from patents (1976-2016). Predict the reactants needed to synthesize the given product. (1) Given the product [Cl:8][C:9]1[N:10]=[N:11][C:12]([O:5][CH2:4][CH:1]2[CH2:3][CH2:2]2)=[CH:13][CH:14]=1, predict the reactants needed to synthesize it. The reactants are: [CH:1]1([CH2:4][OH:5])[CH2:3][CH2:2]1.[H-].[Na+].[Cl:8][C:9]1[N:10]=[N:11][C:12](Cl)=[CH:13][CH:14]=1. (2) Given the product [CH3:17][O:16][C:8]1[CH:9]=[C:10]([C:13](=[O:15])[CH3:14])[CH:11]=[CH:12][C:7]=1[C:22]1[CH:23]=[CH:24][CH:25]=[CH:26][N:21]=1, predict the reactants needed to synthesize it. The reactants are: FC(F)(F)S(O[C:7]1[CH:12]=[CH:11][C:10]([C:13](=[O:15])[CH3:14])=[CH:9][C:8]=1[O:16][CH3:17])(=O)=O.[Br-].[N:21]1[CH:26]=[CH:25][CH:24]=[CH:23][C:22]=1[Zn+]. (3) Given the product [CH3:46][N:47]1[C:30]2[C:29](=[CH:34][C:33]3[CH:17]([C:18]4[CH:26]=[CH:25][CH:24]=[CH:23][C:19]=4[CH3:39])[C:13]4[CH:14]=[CH:15][C:10]([NH2:9])=[CH:11][C:12]=4[Si:20]([CH3:21])([CH3:22])[C:32]=3[CH:31]=2)[CH2:37][CH2:48]1, predict the reactants needed to synthesize it. The reactants are: C(N(C1C[C:15]2[C:10](=[CH:11][C:12]3[Si:20]([CH3:22])([CH3:21])[C:19]4[CH:23]=[CH:24][CH:25]=[CH:26][C:18]=4[C:17](=O)[C:13]=3[CH:14]=2)[N:9]1C)CC=C)C=C.[C:29]1([CH3:37])[CH:34]=[CH:33][CH:32]=[CH:31][C:30]=1[Mg]Br.Cl.[C:39](=O)([O-])O.[Na+].[BH4-].[Na+].[CH3:46][N:47]1C(=O)CC(=O)N(C)[C:48]1=O. (4) Given the product [Br:28][C:23]1[CH:24]=[CH:25][CH:26]=[CH:27][C:22]=1[CH:9]1[C:8]2([C:29]3[C:34](=[CH:33][C:32]([Cl:35])=[CH:31][CH:30]=3)[NH:6][C:7]2=[O:36])[CH:13]([C:14]2[CH:19]=[CH:18][CH:17]=[C:16]([Cl:20])[CH:15]=2)[CH2:12][C:11](=[O:21])[NH:10]1, predict the reactants needed to synthesize it. The reactants are: C(OC([N:6]1[C:34]2[C:29](=[CH:30][CH:31]=[C:32]([Cl:35])[CH:33]=2)[C:8]2([CH:13]([C:14]3[CH:19]=[CH:18][CH:17]=[C:16]([Cl:20])[CH:15]=3)[CH2:12][C:11](=[O:21])[NH:10][CH:9]2[C:22]2[CH:27]=[CH:26][CH:25]=[CH:24][C:23]=2[Br:28])[C:7]1=[O:36])=O)C.[OH-].[Na+].CO. (5) Given the product [C:1]([O:9][CH2:17][CH2:16][C:10]1[CH:15]=[CH:14][CH:13]=[CH:12][CH:11]=1)(=[O:8])[C:2]1[CH:7]=[CH:6][CH:5]=[CH:4][CH:3]=1, predict the reactants needed to synthesize it. The reactants are: [C:1]([OH:9])(=[O:8])[C:2]1[CH:7]=[CH:6][CH:5]=[CH:4][CH:3]=1.[C:10]1([CH2:16][CH2:17]O)[CH:15]=[CH:14][CH:13]=[CH:12][CH:11]=1. (6) Given the product [I:11][C:6]1[C:7]([CH:8]([CH3:10])[CH3:9])=[C:2]([C:23]2[CH:24]=[CH:25][C:20]([O:19][CH3:18])=[CH:21][CH:22]=2)[C:3]([CH:15]([CH3:17])[CH3:16])=[CH:4][C:5]=1[CH:12]([CH3:14])[CH3:13], predict the reactants needed to synthesize it. The reactants are: I[C:2]1[C:7]([CH:8]([CH3:10])[CH3:9])=[C:6]([I:11])[C:5]([CH:12]([CH3:14])[CH3:13])=[CH:4][C:3]=1[CH:15]([CH3:17])[CH3:16].[CH3:18][O:19][C:20]1[CH:25]=[CH:24][C:23](B(O)O)=[CH:22][CH:21]=1.[O-]P([O-])([O-])=O.[K+].[K+].[K+].C1COCC1. (7) Given the product [NH2:7][C:8]1([C:12]2[CH:13]=[CH:14][C:15]([C:18]3[C:27]([C:28]4[CH:33]=[CH:32][CH:31]=[CH:30][CH:29]=4)=[CH:26][C:25]4[C:24]5=[N:34][NH:35][C:36]([NH:37][CH2:38][CH2:39][OH:40])=[C:23]5[CH2:22][CH2:21][C:20]=4[N:19]=3)=[CH:16][CH:17]=2)[CH2:11][CH2:10][CH2:9]1, predict the reactants needed to synthesize it. The reactants are: C(OC(=O)[NH:7][C:8]1([C:12]2[CH:17]=[CH:16][C:15]([C:18]3[C:27]([C:28]4[CH:33]=[CH:32][CH:31]=[CH:30][CH:29]=4)=[CH:26][C:25]4[C:24]5=[N:34][NH:35][C:36]([NH:37][CH2:38][CH2:39][OH:40])=[C:23]5[CH2:22][CH2:21][C:20]=4[N:19]=3)=[CH:14][CH:13]=2)[CH2:11][CH2:10][CH2:9]1)(C)(C)C. (8) Given the product [CH3:29][O:28][C:25]1[CH:24]=[CH:23][C:22]([C:21]2[C:14]3[C:13]([O:12][CH2:11][CH:10]([CH3:36])[CH2:9][O:8][CH2:7][C:6]([OH:37])=[O:5])=[N:18][CH:17]=[N:16][C:15]=3[O:19][C:20]=2[C:30]2[CH:31]=[CH:32][CH:33]=[CH:34][CH:35]=2)=[CH:27][CH:26]=1, predict the reactants needed to synthesize it. The reactants are: C([O:5][C:6](=[O:37])[CH2:7][O:8][CH2:9][CH:10]([CH3:36])[CH2:11][O:12][C:13]1[C:14]2[C:21]([C:22]3[CH:27]=[CH:26][C:25]([O:28][CH3:29])=[CH:24][CH:23]=3)=[C:20]([C:30]3[CH:35]=[CH:34][CH:33]=[CH:32][CH:31]=3)[O:19][C:15]=2[N:16]=[CH:17][N:18]=1)(C)(C)C. (9) The reactants are: Br[C:2]1[CH:7]=[CH:6][CH:5]=[CH:4][C:3]=1[S:8]([NH:11][CH2:12][CH2:13][OH:14])(=[O:10])=[O:9].[NH2:15][C:16]1[C:17]([C:38]#[N:39])=[N:18][C:19]([C:22]2[CH:27]=[CH:26][C:25](B3OC(C)(C)C(C)(C)O3)=[CH:24][C:23]=2[F:37])=[CH:20][N:21]=1. Given the product [NH2:15][C:16]1[N:21]=[CH:20][C:19]([C:22]2[CH:27]=[CH:26][C:25]([C:2]3[C:3]([S:8]([NH:11][CH2:12][CH2:13][OH:14])(=[O:10])=[O:9])=[CH:4][CH:5]=[CH:6][CH:7]=3)=[CH:24][C:23]=2[F:37])=[N:18][C:17]=1[C:38]#[N:39], predict the reactants needed to synthesize it. (10) Given the product [Cl:35][C:36]1[C:37]([O:46][CH2:47][CH:48]2[CH2:52][CH2:51][CH2:50][N:49]2[C:21](=[O:23])[CH2:20][C:5]2[CH:6]=[CH:7][C:8]([NH:9][C:10]([NH:12][C:13]3[CH:18]=[CH:17][CH:16]=[CH:15][C:14]=3[CH3:19])=[O:11])=[C:3]([O:2][CH3:1])[CH:4]=2)=[N:38][CH:39]=[C:40]([C:42]([O:44][CH3:45])=[O:43])[CH:41]=1, predict the reactants needed to synthesize it. The reactants are: [CH3:1][O:2][C:3]1[CH:4]=[C:5]([CH2:20][C:21]([O:23]C2C(F)=C(F)C(F)=C(F)C=2F)=O)[CH:6]=[CH:7][C:8]=1[NH:9][C:10]([NH:12][C:13]1[CH:18]=[CH:17][CH:16]=[CH:15][C:14]=1[CH3:19])=[O:11].[Cl:35][C:36]1[C:37]([O:46][CH2:47][CH:48]2[CH2:52][CH2:51][CH2:50][NH:49]2)=[N:38][CH:39]=[C:40]([C:42]([O:44][CH3:45])=[O:43])[CH:41]=1.CCN(CC)CC.